Task: Predict the product of the given reaction.. Dataset: Forward reaction prediction with 1.9M reactions from USPTO patents (1976-2016) (1) Given the reactants [CH3:1][O:2][C:3](=[O:13])[C:4]1[CH:9]=[CH:8][C:7]([CH:10]=[N:11][OH:12])=[CH:6][CH:5]=1.ClN1C(=O)CCC1=O.[Cl:22][C:23]1[CH:24]=[C:25]([C:30]([C:32]([F:35])([F:34])[F:33])=[CH2:31])[CH:26]=[C:27]([Cl:29])[CH:28]=1.C(N(CC)CC)C, predict the reaction product. The product is: [CH3:1][O:2][C:3](=[O:13])[C:4]1[CH:9]=[CH:8][C:7]([C:10]2[CH2:31][C:30]([C:25]3[CH:26]=[C:27]([Cl:29])[CH:28]=[C:23]([Cl:22])[CH:24]=3)([C:32]([F:33])([F:35])[F:34])[O:12][N:11]=2)=[CH:6][CH:5]=1. (2) Given the reactants COC([N:5]1[CH:10]=[C:9]([C@@H:11]2[CH2:15][CH2:14][CH2:13][N:12]2[CH3:16])[CH2:8][C:7]([CH:17]=[O:18])=[CH:6]1)=O.C(N(CC)CC)C, predict the reaction product. The product is: [CH3:16][N:12]1[CH2:13][CH2:14][CH2:15][C@H:11]1[C:9]1[CH2:8][C:7]([CH:17]=[O:18])=[CH:6][NH:5][CH:10]=1. (3) Given the reactants [CH3:1][O:2][C:3]([C:5]1[CH:10]=[C:9]([Br:11])[C:8](=[O:12])[N:7]([C@@H:13]([C:15]2[CH:20]=[CH:19][CH:18]=[CH:17][CH:16]=2)[CH3:14])[C:6]=1[CH3:21])=[O:4].[Br:22]N1C(=O)CCC1=O.C(OOC(=O)C1C=CC=CC=1)(=O)C1C=CC=CC=1, predict the reaction product. The product is: [CH3:1][O:2][C:3]([C:5]1[CH:10]=[C:9]([Br:11])[C:8](=[O:12])[N:7]([C@@H:13]([C:15]2[CH:16]=[CH:17][CH:18]=[CH:19][CH:20]=2)[CH3:14])[C:6]=1[CH2:21][Br:22])=[O:4]. (4) Given the reactants B(Br)(Br)Br.C([O:12][CH2:13][C:14]1[C:22]2[C:17](=[N:18][CH:19]=[C:20]([N+:23]([O-:25])=[O:24])[CH:21]=2)[NH:16][N:15]=1)C1C=CC=CC=1.C([O-])(O)=O.[Na+].C(OCC)(=O)C, predict the reaction product. The product is: [N+:23]([C:20]1[CH:21]=[C:22]2[C:14]([CH2:13][OH:12])=[N:15][NH:16][C:17]2=[N:18][CH:19]=1)([O-:25])=[O:24]. (5) Given the reactants Cl[CH2:2][C:3]1[CH:8]=[CH:7][CH:6]=[CH:5][C:4]=1[F:9].[Cl:10][C:11]1[CH:16]=[C:15]([NH:17][C:18]2[C:27]3[C:22](=[CH:23][CH:24]=[CH:25][C:26]=3[O:28][CH2:29][C@H:30]3[CH2:35][CH2:34][CH2:33][CH2:32][N:31]3[C:36](=[O:39])[CH2:37][OH:38])[N:21]=[CH:20][N:19]=2)[CH:14]=[CH:13][C:12]=1[OH:40], predict the reaction product. The product is: [Cl:10][C:11]1[CH:16]=[C:15]([NH:17][C:18]2[C:27]3[C:22](=[CH:23][CH:24]=[CH:25][C:26]=3[O:28][CH2:29][C@H:30]3[CH2:35][CH2:34][CH2:33][CH2:32][N:31]3[C:36](=[O:39])[CH2:37][OH:38])[N:21]=[CH:20][N:19]=2)[CH:14]=[CH:13][C:12]=1[O:40][CH2:2][C:3]1[CH:8]=[CH:7][CH:6]=[CH:5][C:4]=1[F:9]. (6) Given the reactants [N:1]1[CH:6]=[CH:5][CH:4]=[CH:3][C:2]=1[NH:7][C:8]([N:10]1[C@@H:16]2[CH2:17][N:13]([CH2:14][CH2:15]2)[C:12]2[CH:18]=[CH:19][C:20]([C:22]([OH:24])=O)=[N:21][C:11]1=2)=[O:9].CN(C(O[N:33]1N=N[C:35]2C=CC=N[C:34]1=2)=[N+](C)C)C.F[P-](F)(F)(F)(F)F.CCN(C(C)C)C(C)C.C(N)C, predict the reaction product. The product is: [CH2:34]([NH:33][C:22]([C:20]1[CH:19]=[CH:18][C:12]2[N:13]3[CH2:17][C@H:16]([CH2:15][CH2:14]3)[N:10]([C:8]([NH:7][C:2]3[CH:3]=[CH:4][CH:5]=[CH:6][N:1]=3)=[O:9])[C:11]=2[N:21]=1)=[O:24])[CH3:35]. (7) Given the reactants [C:1]([O:5][C:6]([N:8]1[C:12]([CH3:14])([CH3:13])[CH2:11][CH2:10][CH:9]1[CH:15](C(OC)=O)[C:16]([O:18]C)=[O:17])=[O:7])([CH3:4])([CH3:3])[CH3:2].[OH-].[K+].CC(OC(OC(OC(C)(C)C)=O)=O)(C)C, predict the reaction product. The product is: [C:1]([O:5][C:6]([N:8]1[C:12]([CH3:13])([CH3:14])[CH2:11][CH2:10][CH:9]1[CH2:15][C:16]([OH:18])=[O:17])=[O:7])([CH3:4])([CH3:2])[CH3:3]. (8) Given the reactants [Cl:1][C:2]1[N:7]=[N:6][C:5]([NH:8][C:9](=[O:18])[N:10]([CH2:12][CH:13](OC)[O:14]C)[CH3:11])=[CH:4][C:3]=1[C:19]([F:22])([F:21])[F:20].O, predict the reaction product. The product is: [Cl:1][C:2]1[N:7]=[N:6][C:5]([N:8]2[CH:13]([OH:14])[CH2:12][N:10]([CH3:11])[C:9]2=[O:18])=[CH:4][C:3]=1[C:19]([F:22])([F:21])[F:20]. (9) Given the reactants [CH2:1]([N:3](CC1C=CC(CC)=CC=1)[C@H:4]1CCN(C2C(C(OC(C)C)=O)=CC=CN=2)C1)C.[CH3:30][CH:31]([O:33][C:34]([C:36]1[C:37]([N:42]2[CH2:47][CH2:46][N:45]([CH2:48][C:49]3[CH:50]=[C:51]([CH:55]=[CH:56][CH:57]=3)[C:52]([OH:54])=O)[CH2:44][CH2:43]2)=[N:38][CH:39]=[CH:40][CH:41]=1)=[O:35])[CH3:32].[ClH:58].CNC.CCN=C=NCCCN(C)C.C1C=CC2N(O)N=NC=2C=1, predict the reaction product. The product is: [ClH:58].[CH3:1][N:3]([CH3:4])[C:52]([C:51]1[CH:50]=[C:49]([CH2:48][N:45]2[CH2:46][CH2:47][N:42]([C:37]3[C:36]([C:34]([O:33][CH:31]([CH3:32])[CH3:30])=[O:35])=[CH:41][CH:40]=[CH:39][N:38]=3)[CH2:43][CH2:44]2)[CH:57]=[CH:56][CH:55]=1)=[O:54].